This data is from Reaction yield outcomes from USPTO patents with 853,638 reactions. The task is: Predict the reaction yield, written as a fraction of the theoretical maximum amount of product (1.0 means a 100% yield; for example, 0.34 means a 34% yield). The reactants are [CH3:1][N:2]1[C:6](O)=[N:5][C:4]([C:8]2[CH:9]=[N:10][CH:11]=[CH:12][CH:13]=2)=[N:3]1.P(Br)(Br)([Br:16])=O. The catalyst is CC(C)=O.C(=O)=O. The product is [Br:16][C:6]1[N:2]([CH3:1])[N:3]=[C:4]([C:8]2[CH:9]=[N:10][CH:11]=[CH:12][CH:13]=2)[N:5]=1. The yield is 0.740.